From a dataset of Forward reaction prediction with 1.9M reactions from USPTO patents (1976-2016). Predict the product of the given reaction. (1) Given the reactants [CH:1]1([CH2:4][N:5]2[C:9]3=[N:10][CH:11]=[CH:12][CH:13]=[C:8]3[CH:7]=[C:6]2[CH:14]=O)[CH2:3][CH2:2]1.[C:16]([O:20][C:21](=[O:42])[NH:22][C@@H:23]1[CH2:28][CH2:27][CH2:26][N:25]([C:29](=[O:41])[C:30]2[CH:35]=[CH:34][C:33]([NH:36][CH3:37])=[C:32]([N+:38]([O-])=O)[CH:31]=2)[CH2:24]1)([CH3:19])([CH3:18])[CH3:17].S(S([O-])=O)([O-])=O.[Na+].[Na+], predict the reaction product. The product is: [C:16]([O:20][C:21](=[O:42])[NH:22][C@@H:23]1[CH2:28][CH2:27][CH2:26][N:25]([C:29]([C:30]2[CH:35]=[CH:34][C:33]3[N:36]([CH3:37])[C:14]([C:6]4[N:5]([CH2:4][CH:1]5[CH2:2][CH2:3]5)[C:9]5=[N:10][CH:11]=[CH:12][CH:13]=[C:8]5[CH:7]=4)=[N:38][C:32]=3[CH:31]=2)=[O:41])[CH2:24]1)([CH3:19])([CH3:17])[CH3:18]. (2) Given the reactants [S:1]([N:5]=[C:6]=O)N=C=O.[Na].[N:9]1C=CC=C[CH:10]=1.[O:15]1[C:19]2([CH2:24][CH2:23][CH2:22][CH2:21][CH2:20]2)[O:18][CH2:17][CH:16]1C(Cl)=N.[Br:28][C:29]1[CH:30]=[C:31]([O:36][C:37]2[C:38]([CH3:43])=[N:39][CH:40]=[CH:41][CH:42]=2)[C:32]([NH2:35])=[N:33][CH:34]=1, predict the reaction product. The product is: [Br:28][C:29]1[CH:30]=[C:31]([O:36][C:37]2[C:38]([CH3:43])=[N:39][CH:40]=[CH:41][CH:42]=2)[C:32]([NH:35][C:10]2[S:1][N:5]=[C:6]([C@H:17]3[CH2:16][O:15][C:19]4([CH2:20][CH2:21][CH2:22][CH2:23][CH2:24]4)[O:18]3)[N:9]=2)=[N:33][CH:34]=1. (3) Given the reactants [Br:1][C:2]1[CH:3]=[C:4]([C:9]2[N:10]=[C:11]3[CH:16]=[CH:15][CH:14]=[CH:13][N:12]3[C:17]=2[CH:18]=[O:19])[C:5]([Cl:8])=[N:6][CH:7]=1.[BH4-].[Na+].O, predict the reaction product. The product is: [Br:1][C:2]1[CH:3]=[C:4]([C:9]2[N:10]=[C:11]3[CH:16]=[CH:15][CH:14]=[CH:13][N:12]3[C:17]=2[CH2:18][OH:19])[C:5]([Cl:8])=[N:6][CH:7]=1. (4) Given the reactants [CH:1]1[C:6]2[C:7]([O:9][C:10](=[O:11])[C:5]=2[CH:4]=[C:3]2[C:12]([O:14][C:15](=[O:16])[C:2]=12)=[O:13])=[O:8].[Cl-].[Al+3].[Cl-].[Cl-].C(N(CC)[CH:25]([CH3:27])[CH3:26])(C)C.Cl.[CH3:31][C:32]1[CH:33]=[CH:34][C:35]([CH3:38])=[CH:36][CH:37]=1, predict the reaction product. The product is: [CH3:15][C:2]1[CH:3]=[CH:27][C:25]([CH3:26])=[CH:6][C:1]=1[C:15]([C:2]1[CH:1]=[C:6]([C:7]([OH:9])=[O:8])[C:5]([C:10](=[O:11])[C:33]2[CH:34]=[C:35]([CH3:38])[CH:36]=[CH:37][C:32]=2[CH3:31])=[CH:4][C:3]=1[C:12]([OH:14])=[O:13])=[O:16]. (5) Given the reactants [H-].[Al+3].[Li+].[H-].[H-].[H-].[C:7]([C:9]1[CH:17]=[CH:16][C:12]([C:13](O)=[O:14])=[CH:11][C:10]=1[F:18])#[N:8], predict the reaction product. The product is: [NH2:8][CH2:7][C:9]1[CH:17]=[CH:16][C:12]([CH2:13][OH:14])=[CH:11][C:10]=1[F:18]. (6) Given the reactants [CH3:1][CH2:2][CH2:3][CH2:4][C:5]1[N:9]([CH2:10][C:11]2[CH:16]=[CH:15][C:14]([C:17]3[C:22]([C:23]4[N:27]=[N:26][N:25](C(C5C=CC=CC=5)(C5C=CC=CC=5)C5C=CC=CC=5)[N:24]=4)=[CH:21][CH:20]=[CH:19][CH:18]=3)=[CH:13][CH:12]=2)[C:8]([CH2:47][OH:48])=[C:7]([Cl:49])[N:6]=1.[OH-].[K+:51], predict the reaction product. The product is: [CH3:1][CH2:2][CH2:3][CH2:4][C:5]1[N:9]([CH2:10][C:11]2[CH:16]=[CH:15][C:14]([C:17]3[CH:18]=[CH:19][CH:20]=[CH:21][C:22]=3[C:23]3[N:27]=[N:26][N-:25][N:24]=3)=[CH:13][CH:12]=2)[C:8]([CH2:47][OH:48])=[C:7]([Cl:49])[N:6]=1.[K+:51]. (7) Given the reactants [Br:1][C:2]1[C:6]2[CH:7]=[N:8][C:9]([C:11]([O:13]C)=[O:12])=[CH:10][C:5]=2[N:4]([C:15]([C:28]2[CH:33]=[CH:32][CH:31]=[CH:30][CH:29]=2)([C:22]2[CH:27]=[CH:26][CH:25]=[CH:24][CH:23]=2)[C:16]2[CH:21]=[CH:20][CH:19]=[CH:18][CH:17]=2)[N:3]=1.[OH-].[K+].Cl, predict the reaction product. The product is: [Br:1][C:2]1[C:6]2[CH:7]=[N:8][C:9]([C:11]([OH:13])=[O:12])=[CH:10][C:5]=2[N:4]([C:15]([C:22]2[CH:27]=[CH:26][CH:25]=[CH:24][CH:23]=2)([C:16]2[CH:17]=[CH:18][CH:19]=[CH:20][CH:21]=2)[C:28]2[CH:33]=[CH:32][CH:31]=[CH:30][CH:29]=2)[N:3]=1. (8) Given the reactants [CH3:1][S:2](Cl)(=[O:4])=[O:3].[CH3:6][C:7]1[N:11]([CH2:12][CH2:13][OH:14])[C:10]([N+:15]([O-:17])=[O:16])=[CH:9][N:8]=1, predict the reaction product. The product is: [CH3:1][S:2]([O:14][CH2:13][CH2:12][N:11]1[C:10]([N+:15]([O-:17])=[O:16])=[CH:9][N:8]=[C:7]1[CH3:6])(=[O:4])=[O:3]. (9) Given the reactants [O:1]=[C:2]1[C:11]2[C:6](=[CH:7][C:8]([C:12]([O:14][CH3:15])=[O:13])=[CH:9][CH:10]=2)[O:5][CH2:4][CH2:3]1.[CH:16](=O)[CH:17]([CH3:19])[CH3:18], predict the reaction product. The product is: [CH3:16][CH:17]([CH3:19])[CH:18]=[C:3]1[C:2](=[O:1])[C:11]2[C:6](=[CH:7][C:8]([C:12]([O:14][CH3:15])=[O:13])=[CH:9][CH:10]=2)[O:5][CH2:4]1. (10) Given the reactants [CH3:1][O:2][C:3](=[O:17])[CH2:4][C:5]1[CH:14]=[C:13]([OH:15])[C:12]2[C:7](=[CH:8][CH:9]=[C:10]([F:16])[CH:11]=2)[CH:6]=1.[CH2:18]([S:20]([C:23]1[CH:28]=[CH:27][C:26](F)=[CH:25][CH:24]=1)(=[O:22])=[O:21])[CH3:19].C(=O)([O-])[O-].[K+].[K+], predict the reaction product. The product is: [CH3:1][O:2][C:3](=[O:17])[CH2:4][C:5]1[CH:14]=[C:13]([O:15][C:26]2[CH:25]=[CH:24][C:23]([S:20]([CH2:18][CH3:19])(=[O:22])=[O:21])=[CH:28][CH:27]=2)[C:12]2[C:7](=[CH:8][CH:9]=[C:10]([F:16])[CH:11]=2)[CH:6]=1.